Dataset: Reaction yield outcomes from USPTO patents with 853,638 reactions. Task: Predict the reaction yield, written as a fraction of the theoretical maximum amount of product (1.0 means a 100% yield; for example, 0.34 means a 34% yield). (1) The reactants are [NH:1]1[CH2:6][CH2:5][NH:4][CH2:3][CH:2]1[C:7]([O:9][CH2:10][CH3:11])=[O:8].[C:12](O[C:12]([O:14][C:15]([CH3:18])([CH3:17])[CH3:16])=[O:13])([O:14][C:15]([CH3:18])([CH3:17])[CH3:16])=[O:13]. The catalyst is CN(C)C1C=CN=CC=1.C(Cl)(Cl)Cl. The product is [CH2:10]([O:9][C:7]([CH:2]1[NH:1][CH2:6][CH2:5][N:4]([C:12]([O:14][C:15]([CH3:18])([CH3:17])[CH3:16])=[O:13])[CH2:3]1)=[O:8])[CH3:11]. The yield is 1.00. (2) The reactants are [Al+3].[Cl-].[Cl-].[Cl-].[Cl:5][CH2:6][CH2:7][CH2:8][C:9](Cl)=[O:10].[CH3:12][C:13]([C:18]1[CH:23]=[CH:22][CH:21]=[CH:20][CH:19]=1)([CH3:17])[C:14]([OH:16])=[O:15].[N:24]1([C:29]([NH2:31])=[O:30])[CH2:28][CH2:27][CH2:26][CH2:25]1. The catalyst is C(Cl)(Cl)(Cl)Cl. The product is [N:24]1([C:29]([NH2:31])=[O:30])[CH2:28][CH2:27][CH2:26][CH2:25]1.[Cl:5][CH2:6][CH2:7][CH2:8][C:9]([C:21]1[CH:22]=[CH:23][C:18]([C:13]([CH3:17])([CH3:12])[C:14]([OH:16])=[O:15])=[CH:19][CH:20]=1)=[O:10]. The yield is 0.780. (3) The reactants are [NH2:1][CH:2]([CH:7]1[CH2:10][CH2:9][CH2:8]1)[CH2:3][C:4]([OH:6])=[O:5].[N+](=[CH:13][Si](C)(C)C)=[N-]. The catalyst is CO.C1C=CC=CC=1.CCOC(C)=O.[Cl-].[Na+].O. The product is [NH2:1][CH:2]([CH:7]1[CH2:10][CH2:9][CH2:8]1)[CH2:3][C:4]([O:6][CH3:13])=[O:5]. The yield is 0.950. (4) The reactants are [CH:1]1([NH2:8])[CH2:7][CH2:6][CH2:5][CH2:4][CH2:3][CH2:2]1.[Br-:9].C([N+]1[CH:18]=[CH:17][N:16]([CH2:19][CH:20]([CH3:22])C)[CH:15]=1)C(C)C. No catalyst specified. The product is [Br-:9].[CH:1]1([N+:8]2[CH:18]=[CH:17][N:16]([CH:19]3[CH2:20][CH2:22][CH2:3][CH2:2][CH2:1][CH2:7]3)[CH:15]=2)[CH2:7][CH2:6][CH2:5][CH2:4][CH2:3][CH2:2]1. The yield is 0.630. (5) The reactants are Br[C:2]1[CH:3]=[CH:4][C:5]([C:8]#[N:9])=[N:6][CH:7]=1.[CH3:10][C:11]1([CH3:27])[C:15]([CH3:17])([CH3:16])[O:14][B:13]([B:13]2[O:14][C:15]([CH3:17])([CH3:16])[C:11]([CH3:27])([CH3:10])[O:12]2)[O:12]1.C1C=CC(P(C2C=CC=CC=2)C2C=CC=CC=2)=CC=1.CC([O-])=O.[K+]. The catalyst is CN(C=O)C.CC([O-])=O.CC([O-])=O.[Pd+2]. The product is [CH3:10][C:11]1([CH3:27])[C:15]([CH3:17])([CH3:16])[O:14][B:13]([C:2]2[CH:3]=[CH:4][C:5]([C:8]#[N:9])=[N:6][CH:7]=2)[O:12]1. The yield is 0.240. (6) The reactants are [CH2:1]([O:5][C:6]1[N:14]=[C:13]2[C:9]([N:10]=[CH:11][N:12]2[CH2:15][CH:16]2[CH2:21][CH2:20][CH2:19][N:18]([C:22]([O:24][C:25]([CH3:28])([CH3:27])[CH3:26])=[O:23])[CH2:17]2)=[C:8]([NH2:29])[N:7]=1)[CH2:2][CH2:3][CH3:4].C([O-])(=O)C.[Na+].[Br:35]Br.O. The catalyst is C(Cl)(Cl)Cl. The product is [Br:35][C:11]1[N:12]([CH2:15][CH:16]2[CH2:21][CH2:20][CH2:19][N:18]([C:22]([O:24][C:25]([CH3:28])([CH3:27])[CH3:26])=[O:23])[CH2:17]2)[C:13]2[C:9]([N:10]=1)=[C:8]([NH2:29])[N:7]=[C:6]([O:5][CH2:1][CH2:2][CH2:3][CH3:4])[N:14]=2. The yield is 0.910. (7) The reactants are [N:1]1[C:6]2[CH2:7][CH2:8][CH2:9][C:5]=2[C:4](O)=[N:3][CH:2]=1.CCN(C(C)C)C(C)C.O=P(Cl)(Cl)[Cl:22]. The yield is 0.510. The catalyst is ClCCCl. The product is [Cl:22][C:4]1[C:5]2[CH2:9][CH2:8][CH2:7][C:6]=2[N:1]=[CH:2][N:3]=1. (8) The reactants are Br[C:2]1[S:6][C:5]([S:7]([NH:10][CH2:11][CH2:12][O:13][CH3:14])(=[O:9])=[O:8])=[CH:4][CH:3]=1.[CH3:15][C:16]1([CH3:32])[C:20]([CH3:22])([CH3:21])[O:19][B:18]([B:18]2[O:19][C:20]([CH3:22])([CH3:21])[C:16]([CH3:32])([CH3:15])[O:17]2)[O:17]1.CC([O-])=O.[K+]. The catalyst is O1CCOCC1.C1C=CC(P(C2C=CC=CC=2)[C-]2C=CC=C2)=CC=1.C1C=CC(P(C2C=CC=CC=2)[C-]2C=CC=C2)=CC=1.Cl[Pd]Cl.[Fe+2]. The product is [CH3:14][O:13][CH2:12][CH2:11][NH:10][S:7]([C:5]1[S:6][C:2]([B:18]2[O:19][C:20]([CH3:22])([CH3:21])[C:16]([CH3:32])([CH3:15])[O:17]2)=[CH:3][CH:4]=1)(=[O:9])=[O:8]. The yield is 0.620. (9) The reactants are [C:1]([O:5][C:6](=[O:17])[NH:7][CH:8]([C:10]1[CH:11]=[N:12][C:13]([F:16])=[CH:14][CH:15]=1)[CH3:9])([CH3:4])([CH3:3])[CH3:2].C([Li])(C)(C)C.[I:23]I.O. The catalyst is C1COCC1. The product is [C:1]([O:5][C:6](=[O:17])[NH:7][CH:8]([C:10]1[CH:11]=[N:12][C:13]([F:16])=[CH:14][C:15]=1[I:23])[CH3:9])([CH3:2])([CH3:3])[CH3:4]. The yield is 0.200. (10) The reactants are [Br:1][C:2]1[CH:7]=[CH:6][C:5]([OH:8])=[CH:4][CH:3]=1.C(=O)([O-])[O-].[K+].[K+].[Br:15][CH2:16][CH2:17][CH2:18]Br.O. The catalyst is CN(C=O)C. The product is [Br:1][C:2]1[CH:7]=[CH:6][C:5]([O:8][CH2:18][CH2:17][CH2:16][Br:15])=[CH:4][CH:3]=1. The yield is 0.690.